This data is from Reaction yield outcomes from USPTO patents with 853,638 reactions. The task is: Predict the reaction yield, written as a fraction of the theoretical maximum amount of product (1.0 means a 100% yield; for example, 0.34 means a 34% yield). (1) The yield is 0.880. The reactants are [CH:1]([N:4]1[C:8]([C:9]([O:11]CC)=[O:10])=[CH:7][C:6]([C:14]2[S:15][CH:16]=[CH:17][CH:18]=2)=[N:5]1)([CH3:3])[CH3:2].[Li+].[OH-]. The catalyst is C1COCC1. The product is [CH:1]([N:4]1[C:8]([C:9]([OH:11])=[O:10])=[CH:7][C:6]([C:14]2[S:15][CH:16]=[CH:17][CH:18]=2)=[N:5]1)([CH3:3])[CH3:2]. (2) The reactants are [NH2:1][C:2]1[CH:16]=[CH:15][C:5]([O:6][C:7]2[CH:14]=[CH:13][C:10]([C:11]#[N:12])=[CH:9][CH:8]=2)=[C:4](Br)[CH:3]=1.[CH3:18][C:19]1([CH3:35])[C:23]([CH3:25])([CH3:24])[O:22][B:21]([B:21]2[O:22][C:23]([CH3:25])([CH3:24])[C:19]([CH3:35])([CH3:18])[O:20]2)[O:20]1.C([O-])(=O)C.[K+]. The catalyst is O1CCOCC1.C1C=CC(/C=C/C(/C=C/C2C=CC=CC=2)=O)=CC=1.C1C=CC(/C=C/C(/C=C/C2C=CC=CC=2)=O)=CC=1.C1C=CC(/C=C/C(/C=C/C2C=CC=CC=2)=O)=CC=1.[Pd].[Pd].CC12CC3(C)P(C4C=CC=CC=4)C(C)(CC(C)(O3)O1)O2. The product is [NH2:1][C:2]1[CH:16]=[CH:15][C:5]([O:6][C:7]2[CH:14]=[CH:13][C:10]([C:11]#[N:12])=[CH:9][CH:8]=2)=[C:4]([B:21]2[O:22][C:23]([CH3:25])([CH3:24])[C:19]([CH3:35])([CH3:18])[O:20]2)[CH:3]=1. The yield is 0.980. (3) The reactants are C(N(CC)CC)C.[F:8][C:9]1[CH:17]=[C:16]2[C:12]([C:13]([CH:25]=[O:26])=[CH:14][N:15]2C(OC(C)(C)C)=O)=[CH:11][CH:10]=1.[CH:27](=[N:34][C:35]1[CH:36]=[C:37]([CH:42]=[C:43]([O:45][CH3:46])[CH:44]=1)[O:38][CH2:39][CH2:40][OH:41])[C:28]1[CH:33]=[CH:32][CH:31]=[CH:30][CH:29]=1. The catalyst is [Cl-].C([N+]1C(C)=C(CCO)SC=1)C1C=CC=CC=1.C(O)C. The product is [F:8][C:9]1[CH:17]=[C:16]2[C:12]([C:13]([C:25](=[O:26])[CH:27]([NH:34][C:35]3[CH:44]=[C:43]([O:45][CH3:46])[CH:42]=[C:37]([O:38][CH2:39][CH2:40][OH:41])[CH:36]=3)[C:28]3[CH:29]=[CH:30][CH:31]=[CH:32][CH:33]=3)=[CH:14][NH:15]2)=[CH:11][CH:10]=1. The yield is 0.0600. (4) The yield is 0.640. The catalyst is CS(C)=O. The product is [C:1]([O:5][C:6](=[O:20])[NH:7][C@H:8]([CH:18]=[O:19])[CH2:9][CH2:10][C:11]1[CH:16]=[CH:15][C:14]([Br:17])=[CH:13][CH:12]=1)([CH3:4])([CH3:2])[CH3:3]. The reactants are [C:1]([O:5][C:6](=[O:20])[NH:7][C@H:8]([CH2:18][OH:19])[CH2:9][CH2:10][C:11]1[CH:16]=[CH:15][C:14]([Br:17])=[CH:13][CH:12]=1)([CH3:4])([CH3:3])[CH3:2].C(N(CC)CC)C.CCOC(C)=O.